This data is from Forward reaction prediction with 1.9M reactions from USPTO patents (1976-2016). The task is: Predict the product of the given reaction. (1) Given the reactants [Br:1][C:2]1[CH:7]=[CH:6][C:5]([S:8](Cl)(=[O:10])=[O:9])=[CH:4][CH:3]=1.CO.[NH3:14], predict the reaction product. The product is: [Br:1][C:2]1[CH:7]=[CH:6][C:5]([S:8]([NH2:14])(=[O:10])=[O:9])=[CH:4][CH:3]=1. (2) Given the reactants Br[C:2]1[CH:13]=[CH:12][C:5]2[O:6][CH2:7][C:8](=[O:11])[N:9]([CH3:10])[C:4]=2[CH:3]=1.CC(O[C:18]1C=CC=C(OC(C)C)[C:19]=1[C:28]1C(P(C2CCCCC2)C2CCCCC2)=CC=CC=1)C.C1(B(O)O)CC1.P([O-])([O-])([O-])=O.[K+].[K+].[K+], predict the reaction product. The product is: [CH:28]1([C:2]2[CH:13]=[CH:12][C:5]3[O:6][CH2:7][C:8](=[O:11])[N:9]([CH3:10])[C:4]=3[CH:3]=2)[CH2:19][CH2:18]1. (3) The product is: [CH2:1]([O:8][C:9]1[CH:14]=[CH:13][N:12]=[C:11]([NH2:55])[CH:10]=1)[C:2]1[CH:7]=[CH:6][CH:5]=[CH:4][CH:3]=1. Given the reactants [CH2:1]([O:8][C:9]1[CH:14]=[CH:13][N:12]=[C:11](Cl)[CH:10]=1)[C:2]1[CH:7]=[CH:6][CH:5]=[CH:4][CH:3]=1.C1(P(C2CCCCC2)C2C=CC=CC=2C2C(CCC)=CC(CCC)=CC=2CCC)CCCCC1.[Li+].C[Si]([N-:55][Si](C)(C)C)(C)C, predict the reaction product. (4) Given the reactants I[C:2]1[CH:16]=[CH:15][C:5]([O:6][CH:7]2[CH:12]3[CH2:13][CH2:14][N:9]([CH2:10][CH2:11]3)[CH2:8]2)=[CH:4][CH:3]=1.C([C:19]1[CH:24]=[CH:23][CH:22]=[CH:21][C:20]=1[NH:25][C:26](=O)[C:27](F)(F)F)#C.C([O-])([O-])=O.[K+].[K+].N, predict the reaction product. The product is: [N:9]12[CH2:14][CH2:13][CH:12]([CH2:11][CH2:10]1)[CH:7]([O:6][C:5]1[CH:15]=[CH:16][C:2]([C:27]3[C:19]4[C:20](=[CH:21][CH:22]=[CH:23][CH:24]=4)[NH:25][CH:26]=3)=[CH:3][CH:4]=1)[CH2:8]2.